Dataset: Full USPTO retrosynthesis dataset with 1.9M reactions from patents (1976-2016). Task: Predict the reactants needed to synthesize the given product. (1) Given the product [F:36][C:33]([F:34])([F:35])[C:30]1([C:27]2[CH:26]=[CH:25][C:24]([CH2:23][NH2:20])=[CH:29][CH:28]=2)[N:31]=[N:32]1, predict the reactants needed to synthesize it. The reactants are: C1(P(C2C=CC=CC=2)C2C=CC=CC=2)C=CC=CC=1.[N:20]([CH2:23][C:24]1[CH:29]=[CH:28][C:27]([C:30]2([C:33]([F:36])([F:35])[F:34])[N:32]=[N:31]2)=[CH:26][CH:25]=1)=[N+]=[N-]. (2) Given the product [Cl:15][C:16]1[CH:17]=[C:18]([NH:23][C:24]([NH:14][C:11]2[CH:12]=[CH:13][C:8]([N:5]3[CH2:4][CH2:3][N:2]([CH3:1])[CH2:7][CH2:6]3)=[CH:9][CH:10]=2)=[O:25])[CH:19]=[CH:20][C:21]=1[Cl:22], predict the reactants needed to synthesize it. The reactants are: [CH3:1][N:2]1[CH2:7][CH2:6][N:5]([C:8]2[CH:13]=[CH:12][C:11]([NH2:14])=[CH:10][CH:9]=2)[CH2:4][CH2:3]1.[Cl:15][C:16]1[CH:17]=[C:18]([N:23]=[C:24]=[O:25])[CH:19]=[CH:20][C:21]=1[Cl:22]. (3) Given the product [Cl:12][C:10]1[CH:9]=[CH:8][CH:7]=[C:6]2[C:11]=1[C:2]([NH:22][C@H:23]1[CH2:27][CH2:26][N:25]([C:28]([O:30][C:31]([CH3:34])([CH3:33])[CH3:32])=[O:29])[CH2:24]1)=[N:3][C:4]([C:13]#[N:14])=[CH:5]2, predict the reactants needed to synthesize it. The reactants are: Cl[C:2]1[C:11]2[C:6](=[CH:7][CH:8]=[CH:9][C:10]=2[Cl:12])[CH:5]=[C:4]([C:13]#[N:14])[N:3]=1.CCN(CC)CC.[NH2:22][C@H:23]1[CH2:27][CH2:26][N:25]([C:28]([O:30][C:31]([CH3:34])([CH3:33])[CH3:32])=[O:29])[CH2:24]1. (4) Given the product [Cl:1][C:2]1[N:7]=[CH:6][C:5]([S:8]([N:13]([CH3:12])[CH2:14][CH2:15][N:16]2[CH2:20][CH2:19][CH2:18][CH2:17]2)(=[O:10])=[O:9])=[CH:4][CH:3]=1, predict the reactants needed to synthesize it. The reactants are: [Cl:1][C:2]1[N:7]=[CH:6][C:5]([S:8](Cl)(=[O:10])=[O:9])=[CH:4][CH:3]=1.[CH3:12][NH:13][CH2:14][CH2:15][N:16]1[CH2:20][CH2:19][CH2:18][CH2:17]1. (5) Given the product [CH3:21][O:20][C:18](=[O:19])[CH2:17][O:15][C:12]1[CH:11]=[CH:10][C:9]([O:8][CH2:1][C:2]2[CH:3]=[CH:4][CH:5]=[CH:6][CH:7]=2)=[CH:14][CH:13]=1, predict the reactants needed to synthesize it. The reactants are: [CH2:1]([O:8][C:9]1[CH:14]=[CH:13][C:12]([OH:15])=[CH:11][CH:10]=1)[C:2]1[CH:7]=[CH:6][CH:5]=[CH:4][CH:3]=1.Br[CH2:17][C:18]([O:20][CH3:21])=[O:19].C(=O)([O-])[O-].[Cs+].[Cs+]. (6) Given the product [F:74][C:72]([F:73])([F:75])[C:67]1[CH:68]=[C:69]2[C:64](=[CH:65][CH:66]=1)[N:63]=[C:62]([N:56]1[CH2:57][CH2:58][N:59]([C:19](=[O:20])[CH2:18][O:17][CH:14]3[CH2:13][CH2:12][CH:11]([NH:10][C:9]4[CH:8]=[CH:7][C:6]([S:3]([C:2]([F:24])([F:1])[F:25])(=[O:4])=[O:5])=[CH:23][CH:22]=4)[CH2:16][CH2:15]3)[CH2:60][CH2:61]1)[CH:71]=[CH:70]2, predict the reactants needed to synthesize it. The reactants are: [F:1][C:2]([F:25])([F:24])[S:3]([C:6]1[CH:23]=[CH:22][C:9]([NH:10][CH:11]2[CH2:16][CH2:15][CH:14]([O:17][CH2:18][C:19](O)=[O:20])[CH2:13][CH2:12]2)=[CH:8][CH:7]=1)(=[O:5])=[O:4].CCN=C=NCCCN(C)C.Cl.C1C=CC2N(O)N=NC=2C=1.CN1CCOCC1.Cl.[N:56]1([C:62]2[CH:71]=[CH:70][C:69]3[C:64](=[CH:65][CH:66]=[C:67]([C:72]([F:75])([F:74])[F:73])[CH:68]=3)[N:63]=2)[CH2:61][CH2:60][NH:59][CH2:58][CH2:57]1. (7) Given the product [C:20]([O:19][C:17]([N:13]1[C:14]2[C:10](=[CH:9][C:8]([N:5]3[CH2:6][CH2:7][N:2]([CH3:1])[CH2:3][CH2:4]3)=[CH:16][CH:15]=2)[CH:11]=[CH:12]1)=[O:18])([CH3:23])([CH3:22])[CH3:21], predict the reactants needed to synthesize it. The reactants are: [CH3:1][N:2]1[CH2:7][CH2:6][N:5]([C:8]2[CH:9]=[C:10]3[C:14](=[CH:15][CH:16]=2)[NH:13][CH:12]=[CH:11]3)[CH2:4][CH2:3]1.[C:17](O[C:17]([O:19][C:20]([CH3:23])([CH3:22])[CH3:21])=[O:18])([O:19][C:20]([CH3:23])([CH3:22])[CH3:21])=[O:18].